From a dataset of Forward reaction prediction with 1.9M reactions from USPTO patents (1976-2016). Predict the product of the given reaction. (1) Given the reactants [Br:1][C:2]1[CH:7]=[CH:6][C:5]([OH:8])=[CH:4][N:3]=1.Br[CH2:10][CH:11]1[CH2:13][C:12]1([F:15])[F:14].C([O-])([O-])=O.[K+].[K+], predict the reaction product. The product is: [Br:1][C:2]1[CH:7]=[CH:6][C:5]([O:8][CH2:10][CH:11]2[CH2:13][C:12]2([F:15])[F:14])=[CH:4][N:3]=1. (2) Given the reactants C(OC(=O)[N:7]([C@@H:19]1[C@@H:24]([OH:25])[C@H:23]([CH2:26][C:27]2[CH:32]=[C:31]([CH2:33][CH2:34][CH3:35])[C:30]([NH2:36])=[C:29]([F:37])[CH:28]=2)[CH2:22][S:21](=[O:39])(=[O:38])[CH2:20]1)[CH2:8][C:9]1[CH:14]=[CH:13][CH:12]=[C:11]([C:15]([CH3:18])([CH3:17])[CH3:16])[CH:10]=1)(C)(C)C.C(Cl)[Cl:42].CO.C(O)(C)=O.O, predict the reaction product. The product is: [ClH:42].[NH2:36][C:30]1[C:31]([CH2:33][CH2:34][CH3:35])=[CH:32][C:27]([CH2:26][C@H:23]2[C@H:24]([OH:25])[C@@H:19]([NH:7][CH2:8][C:9]3[CH:14]=[CH:13][CH:12]=[C:11]([C:15]([CH3:18])([CH3:17])[CH3:16])[CH:10]=3)[CH2:20][S:21](=[O:39])(=[O:38])[CH2:22]2)=[CH:28][C:29]=1[F:37].